Dataset: Forward reaction prediction with 1.9M reactions from USPTO patents (1976-2016). Task: Predict the product of the given reaction. Given the reactants O=P12OP3(OP(OP(O3)(O1)=O)(=O)O2)=O.[Cl:15][C:16]1[CH:17]=[C:18]([C:23]([CH3:38])([CH3:37])[C:24]([CH:26]([C:32]([O:34]CC)=O)[C:27]([O:29][CH2:30][CH3:31])=[O:28])=[O:25])[CH:19]=[CH:20][C:21]=1[F:22], predict the reaction product. The product is: [Cl:15][C:16]1[CH:17]=[C:18]2[C:19]([C:32]([OH:34])=[C:26]([C:27]([O:29][CH2:30][CH3:31])=[O:28])[C:24](=[O:25])[C:23]2([CH3:38])[CH3:37])=[CH:20][C:21]=1[F:22].